This data is from NCI-60 drug combinations with 297,098 pairs across 59 cell lines. The task is: Regression. Given two drug SMILES strings and cell line genomic features, predict the synergy score measuring deviation from expected non-interaction effect. (1) Drug 1: CC1C(C(CC(O1)OC2CC(CC3=C2C(=C4C(=C3O)C(=O)C5=C(C4=O)C(=CC=C5)OC)O)(C(=O)CO)O)N)O.Cl. Drug 2: CC1CCCC2(C(O2)CC(NC(=O)CC(C(C(=O)C(C1O)C)(C)C)O)C(=CC3=CSC(=N3)C)C)C. Cell line: UO-31. Synergy scores: CSS=13.0, Synergy_ZIP=-7.14, Synergy_Bliss=1.39, Synergy_Loewe=-16.2, Synergy_HSA=0.857. (2) Drug 1: CC1=CC2C(CCC3(C2CCC3(C(=O)C)OC(=O)C)C)C4(C1=CC(=O)CC4)C. Drug 2: C1=NC2=C(N=C(N=C2N1C3C(C(C(O3)CO)O)F)Cl)N. Cell line: OVCAR-5. Synergy scores: CSS=4.05, Synergy_ZIP=-0.861, Synergy_Bliss=0.811, Synergy_Loewe=-22.9, Synergy_HSA=-2.36. (3) Drug 1: C1CN1C2=NC(=NC(=N2)N3CC3)N4CC4. Drug 2: C1CN(P(=O)(OC1)NCCCl)CCCl. Cell line: COLO 205. Synergy scores: CSS=36.3, Synergy_ZIP=-2.16, Synergy_Bliss=0.658, Synergy_Loewe=-19.4, Synergy_HSA=3.46.